From a dataset of Catalyst prediction with 721,799 reactions and 888 catalyst types from USPTO. Predict which catalyst facilitates the given reaction. (1) Reactant: Br[C:2]1[C:3]([N:22]([CH2:24][CH2:25][CH2:26][OH:27])[CH3:23])=[N:4][CH:5]=[C:6]([CH:21]=1)[C:7]([NH:9][C:10]1[CH:15]=[CH:14][C:13]([O:16][C:17]([F:20])([F:19])[F:18])=[CH:12][CH:11]=1)=[O:8].[CH3:28][C:29]1[N:34]=[CH:33][C:32](B(O)O)=[CH:31][CH:30]=1.C([O-])([O-])=O.[Na+].[Na+].CCO. Product: [OH:27][CH2:26][CH2:25][CH2:24][N:22]([CH3:23])[C:3]1[C:2]([C:32]2[CH:33]=[N:34][C:29]([CH3:28])=[CH:30][CH:31]=2)=[CH:21][C:6]([C:7]([NH:9][C:10]2[CH:15]=[CH:14][C:13]([O:16][C:17]([F:20])([F:19])[F:18])=[CH:12][CH:11]=2)=[O:8])=[CH:5][N:4]=1. The catalyst class is: 149. (2) Reactant: Cl[C:2]1[N:7]=[CH:6][C:5]([C:8]2[CH:20]=[CH:19][C:11]([C:12]([NH:14][S:15]([CH3:18])(=[O:17])=[O:16])=[O:13])=[CH:10][C:9]=2[O:21][CH3:22])=[CH:4][C:3]=1[C:23]([F:26])([F:25])[F:24].[Cl:27][C:28]1[CH:29]=[C:30]([OH:35])[CH:31]=[C:32]([Cl:34])[CH:33]=1.C([O-])([O-])=O.[Cs+].[Cs+]. Product: [Cl:27][C:28]1[CH:29]=[C:30]([CH:31]=[C:32]([Cl:34])[CH:33]=1)[O:35][C:2]1[N:7]=[CH:6][C:5]([C:8]2[CH:20]=[CH:19][C:11]([C:12]([NH:14][S:15]([CH3:18])(=[O:16])=[O:17])=[O:13])=[CH:10][C:9]=2[O:21][CH3:22])=[CH:4][C:3]=1[C:23]([F:26])([F:25])[F:24]. The catalyst class is: 16.